Dataset: Forward reaction prediction with 1.9M reactions from USPTO patents (1976-2016). Task: Predict the product of the given reaction. (1) Given the reactants Br[C:2]1[CH:7]=[CH:6][C:5]([C:8]2[NH:9][C:10](=[O:19])[C:11]3[C:16]([CH:17]=2)=[CH:15][CH:14]=[C:13]([F:18])[CH:12]=3)=[CH:4][CH:3]=1.[CH3:20][N:21]1[CH:25]=[C:24](B2OC(C)(C)C(C)(C)O2)[CH:23]=[N:22]1.C(=O)([O-])O.[Na+], predict the reaction product. The product is: [F:18][C:13]1[CH:12]=[C:11]2[C:16]([CH:17]=[C:8]([C:5]3[CH:6]=[CH:7][C:2]([C:24]4[CH:23]=[N:22][N:21]([CH3:20])[CH:25]=4)=[CH:3][CH:4]=3)[NH:9][C:10]2=[O:19])=[CH:15][CH:14]=1. (2) Given the reactants [OH-].[K+].[N+:3]([C:6]1[CH:13]=[CH:12][C:9]([CH2:10]Br)=[CH:8][CH:7]=1)([O-:5])=[O:4].[CH3:14][O:15][CH2:16][CH2:17][OH:18], predict the reaction product. The product is: [CH3:14][O:15][CH2:16][CH2:17][O:18][CH2:10][C:9]1[CH:12]=[CH:13][C:6]([N+:3]([O-:5])=[O:4])=[CH:7][CH:8]=1. (3) Given the reactants [NH2:1][C:2]1[CH:3]=[C:4]([CH:16]=[CH:17][C:18]=1[Cl:19])[C:5]([NH:7][CH2:8][C:9]1[CH:14]=[CH:13][CH:12]=[C:11]([F:15])[CH:10]=1)=[O:6].C(N(C(C)C)C(C)C)C.Cl[C:30](=[O:36])[CH2:31][C:32]([O:34][CH3:35])=[O:33], predict the reaction product. The product is: [CH3:35][O:34][C:32](=[O:33])[CH2:31][C:30]([NH:1][C:2]1[CH:3]=[C:4]([C:5](=[O:6])[NH:7][CH2:8][C:9]2[CH:14]=[CH:13][CH:12]=[C:11]([F:15])[CH:10]=2)[CH:16]=[CH:17][C:18]=1[Cl:19])=[O:36]. (4) Given the reactants I[C:2]1[C:10]2[C:5](=[N:6][CH:7]=[C:8]([C:11]3[CH:16]=[CH:15][C:14]([N:17]4[CH2:22][CH2:21][N:20]([C:23]([O:25][C:26]([CH3:29])([CH3:28])[CH3:27])=[O:24])[CH2:19][CH2:18]4)=[CH:13][CH:12]=3)[CH:9]=2)[N:4]([S:30]([C:33]2[CH:39]=[CH:38][C:36]([CH3:37])=[CH:35][CH:34]=2)(=[O:32])=[O:31])[CH:3]=1.[CH2:40]([N:48]1[CH:52]=[C:51](B2OC(C)(C)C(C)(C)O2)[CH:50]=[N:49]1)[CH2:41][C:42]1[CH:47]=[CH:46][CH:45]=[CH:44][CH:43]=1.C(=O)([O-])[O-].[Na+].[Na+], predict the reaction product. The product is: [CH2:40]([N:48]1[CH:52]=[C:51]([C:2]2[C:10]3[C:5](=[N:6][CH:7]=[C:8]([C:11]4[CH:16]=[CH:15][C:14]([N:17]5[CH2:22][CH2:21][N:20]([C:23]([O:25][C:26]([CH3:29])([CH3:28])[CH3:27])=[O:24])[CH2:19][CH2:18]5)=[CH:13][CH:12]=4)[CH:9]=3)[N:4]([S:30]([C:33]3[CH:39]=[CH:38][C:36]([CH3:37])=[CH:35][CH:34]=3)(=[O:32])=[O:31])[CH:3]=2)[CH:50]=[N:49]1)[CH2:41][C:42]1[CH:47]=[CH:46][CH:45]=[CH:44][CH:43]=1. (5) Given the reactants N([O-])=[O:2].[Na+].N[C:6]1[CH:11]=[C:10]([Cl:12])[CH:9]=[C:8]([Cl:13])[N:7]=1, predict the reaction product. The product is: [Cl:13][C:8]1[CH:9]=[C:10]([Cl:12])[CH:11]=[C:6]([OH:2])[N:7]=1.